This data is from Full USPTO retrosynthesis dataset with 1.9M reactions from patents (1976-2016). The task is: Predict the reactants needed to synthesize the given product. (1) Given the product [Br:1][C:2]1[CH:11]=[CH:10][C:5]([CH2:6][OH:7])=[C:4]([CH2:12][OH:13])[CH:3]=1, predict the reactants needed to synthesize it. The reactants are: [Br:1][C:2]1[CH:3]=[C:4]([C:12](OC)=[O:13])[C:5](=[CH:10][CH:11]=1)[C:6](OC)=[O:7].[H-].[H-].[H-].[H-].[Li+].[Al+3]. (2) Given the product [Br:1][C:2]1[C:7]([CH2:8][OH:9])=[CH:6][CH:5]=[CH:4][N:3]=1, predict the reactants needed to synthesize it. The reactants are: [Br:1][C:2]1[C:7]([CH:8]=[O:9])=[CH:6][CH:5]=[CH:4][N:3]=1.CO.[BH4-].[Na+]. (3) The reactants are: [Br:1][C:2]1[CH:7]=[CH:6][C:5]([NH:8][C:9](=[O:13])[CH2:10][CH2:11]Cl)=[C:4]([Cl:14])[CH:3]=1.[Cl-].[Al+3].[Cl-].[Cl-]. Given the product [Br:1][C:2]1[CH:7]=[C:6]2[C:5](=[C:4]([Cl:14])[CH:3]=1)[NH:8][C:9](=[O:13])[CH2:10][CH2:11]2, predict the reactants needed to synthesize it. (4) Given the product [Br:32][C:16]1[CH:17]=[C:18]([C:21]([NH:23][CH2:24][C:25]2[CH:30]=[CH:29][CH:28]=[C:27]([OH:31])[CH:26]=2)=[O:22])[CH:19]=[CH:20][C:15]=1[C:14]([NH:13]/[C:6](=[CH:7]\[C:8]1[S:9][CH:10]=[CH:11][N:12]=1)/[C:5]([OH:34])=[O:4])=[O:33], predict the reactants needed to synthesize it. The reactants are: [OH-].[Na+].C[O:4][C:5](=[O:34])/[C:6](/[NH:13][C:14](=[O:33])[C:15]1[CH:20]=[CH:19][C:18]([C:21]([NH:23][CH2:24][C:25]2[CH:30]=[CH:29][CH:28]=[C:27]([OH:31])[CH:26]=2)=[O:22])=[CH:17][C:16]=1[Br:32])=[CH:7]/[C:8]1[S:9][CH:10]=[CH:11][N:12]=1. (5) Given the product [C:22]([C:2]1[C:11]2[C:6](=[CH:7][CH:8]=[C:9]([O:12][CH3:13])[CH:10]=2)[C:5]([OH:14])=[C:4]([C:15]([NH:17][CH2:18][C:19]([OH:21])=[O:20])=[O:16])[N:3]=1)#[N:23], predict the reactants needed to synthesize it. The reactants are: Cl[C:2]1[C:11]2[C:6](=[CH:7][CH:8]=[C:9]([O:12][CH3:13])[CH:10]=2)[C:5]([OH:14])=[C:4]([C:15]([NH:17][CH2:18][C:19]([OH:21])=[O:20])=[O:16])[N:3]=1.[CH3:22][N:23](C)C(=O)C. (6) The reactants are: [Br:1][C:2]1[C:3]([CH3:11])=[C:4]([CH:8]=[CH:9][CH:10]=1)[C:5](O)=[O:6]. Given the product [Br:1][C:2]1[C:3]([CH3:11])=[C:4]([CH2:5][OH:6])[CH:8]=[CH:9][CH:10]=1, predict the reactants needed to synthesize it. (7) Given the product [CH3:38][O:39][CH2:40][CH2:41][CH2:42][N:3]1[C:4]2[CH:9]=[CH:8][CH:7]=[CH:6][C:5]=2[N:1]=[C:2]1[C:10]([N:12]([CH2:34][CH:35]([CH3:36])[CH3:37])[C@H:13]1[CH2:18][C@@H:17]([C:19]([N:21]2[CH2:26][CH2:25][O:24][CH2:23][CH2:22]2)=[O:20])[CH2:16][NH:15][CH2:14]1)=[O:11], predict the reactants needed to synthesize it. The reactants are: [NH:1]1[C:5]2[CH:6]=[CH:7][CH:8]=[CH:9][C:4]=2[N:3]=[C:2]1[C:10]([N:12]([CH2:34][CH:35]([CH3:37])[CH3:36])[C@H:13]1[CH2:18][C@@H:17]([C:19]([N:21]2[CH2:26][CH2:25][O:24][CH2:23][CH2:22]2)=[O:20])[CH2:16][N:15](C(OC(C)(C)C)=O)[CH2:14]1)=[O:11].[CH3:38][O:39][CH2:40][CH2:41][CH2:42]O.C1(P(C2C=CC=CC=2)C2C=CC=CC=2)C=CC=CC=1.N(C(OC(C)C)=O)=NC(OC(C)C)=O. (8) Given the product [CH2:1]([O:3][P:4]([CH2:9][C:10]1[CH:15]=[CH:14][C:13]([NH:16][C:17]2[N:22]=[C:21]([NH:30][C:31]3[CH:32]=[CH:33][C:34]([N:42]4[CH2:47][CH2:46][O:45][CH2:44][CH2:43]4)=[C:35]4[C:39]=3[C:38](=[O:40])[N:37]([CH3:41])[CH2:36]4)[C:20]([C:24]([F:27])([F:26])[F:25])=[CH:19][N:18]=2)=[C:12]([O:28][CH3:29])[CH:11]=1)(=[O:8])[O:5][CH2:6][CH3:7])[CH3:2], predict the reactants needed to synthesize it. The reactants are: [CH2:1]([O:3][P:4]([CH2:9][C:10]1[CH:15]=[CH:14][C:13]([NH:16][C:17]2[N:22]=[C:21](Cl)[C:20]([C:24]([F:27])([F:26])[F:25])=[CH:19][N:18]=2)=[C:12]([O:28][CH3:29])[CH:11]=1)(=[O:8])[O:5][CH2:6][CH3:7])[CH3:2].[NH2:30][C:31]1[CH:32]=[CH:33][C:34]([N:42]2[CH2:47][CH2:46][O:45][CH2:44][CH2:43]2)=[C:35]2[C:39]=1[C:38](=[O:40])[N:37]([CH3:41])[CH2:36]2.